From a dataset of Peptide-MHC class I binding affinity with 185,985 pairs from IEDB/IMGT. Regression. Given a peptide amino acid sequence and an MHC pseudo amino acid sequence, predict their binding affinity value. This is MHC class I binding data. (1) The peptide sequence is NTSDFYALI. The MHC is Mamu-A01 with pseudo-sequence Mamu-A01. The binding affinity (normalized) is 0.662. (2) The peptide sequence is RIVVALSSLV. The MHC is HLA-A02:03 with pseudo-sequence HLA-A02:03. The binding affinity (normalized) is 0.817. (3) The peptide sequence is RTLIYSSPL. The MHC is HLA-A02:01 with pseudo-sequence HLA-A02:01. The binding affinity (normalized) is 0.396. (4) The peptide sequence is ITEMLRKDY. The MHC is HLA-A30:02 with pseudo-sequence HLA-A30:02. The binding affinity (normalized) is 0.237. (5) The peptide sequence is ISCQIYNAL. The MHC is HLA-A11:01 with pseudo-sequence HLA-A11:01. The binding affinity (normalized) is 0.0847. (6) The binding affinity (normalized) is 0.936. The peptide sequence is LLHLKRPYR. The MHC is HLA-A31:01 with pseudo-sequence HLA-A31:01. (7) The peptide sequence is ISIRPRVTK. The MHC is HLA-B54:01 with pseudo-sequence HLA-B54:01. The binding affinity (normalized) is 0. (8) The peptide sequence is SLLMWITQC. The MHC is HLA-A02:01 with pseudo-sequence HLA-A02:01. The binding affinity (normalized) is 0.494.